This data is from Forward reaction prediction with 1.9M reactions from USPTO patents (1976-2016). The task is: Predict the product of the given reaction. (1) The product is: [N:19]1([CH2:18][CH2:17][O:1][C:2]2[CH:3]=[C:4]([S:8][C:9]([CH3:15])([CH3:14])[C:10]([O:12][CH3:13])=[O:11])[CH:5]=[CH:6][CH:7]=2)[C:27]2[C:22](=[CH:23][CH:24]=[CH:25][CH:26]=2)[CH:21]=[CH:20]1. Given the reactants [OH:1][C:2]1[CH:3]=[C:4]([S:8][C:9]([CH3:15])([CH3:14])[C:10]([O:12][CH3:13])=[O:11])[CH:5]=[CH:6][CH:7]=1.O[CH2:17][CH2:18][N:19]1[C:27]2[C:22](=[CH:23][CH:24]=[CH:25][CH:26]=2)[CH:21]=[CH:20]1.CC(OC(/N=N/C(OC(C)C)=O)=O)C.C1(P(C2C=CC=CC=2)C2C=CC=CC=2)C=CC=CC=1, predict the reaction product. (2) Given the reactants [CH2:1]([O:3][C:4](=[O:40])[CH2:5][CH2:6][CH2:7][O:8][C:9]1[CH:14]=[CH:13][CH:12]=[C:11]([CH2:15][CH2:16][CH2:17][CH2:18][CH2:19][CH2:20][O:21][C:22]2[CH:27]=[C:26]([S:28]([CH3:31])(=[O:30])=[O:29])[CH:25]=[C:24](I)[CH:23]=2)[C:10]=1[CH2:33][CH2:34][C:35]([O:37][CH2:38][CH3:39])=[O:36])[CH3:2].[NH:41]1[CH:45]=[CH:44][C:43](B(O)O)=[N:42]1.C(=O)([O-])[O-].[K+].[K+], predict the reaction product. The product is: [CH2:1]([O:3][C:4](=[O:40])[CH2:5][CH2:6][CH2:7][O:8][C:9]1[CH:14]=[CH:13][CH:12]=[C:11]([CH2:15][CH2:16][CH2:17][CH2:18][CH2:19][CH2:20][O:21][C:22]2[CH:23]=[C:24]([C:45]3[CH:44]=[CH:43][NH:42][N:41]=3)[CH:25]=[C:26]([S:28]([CH3:31])(=[O:30])=[O:29])[CH:27]=2)[C:10]=1[CH2:33][CH2:34][C:35]([O:37][CH2:38][CH3:39])=[O:36])[CH3:2]. (3) The product is: [CH3:3][C:4]1([CH3:31])[O:9][C:8](=[O:10])[CH:7]([CH:11]([C:15]2[CH:20]=[CH:19][C:18]([S:21]([CH2:22][C:23]3[CH:28]=[CH:27][CH:26]=[CH:25][C:24]=3[CH3:29])=[O:1])=[CH:17][CH:16]=2)[C:12]#[C:13][CH3:14])[C:6](=[O:30])[O:5]1. Given the reactants [OH:1]O.[CH3:3][C:4]1([CH3:31])[O:9][C:8](=[O:10])[CH:7]([CH:11]([C:15]2[CH:20]=[CH:19][C:18]([S:21][CH2:22][C:23]3[CH:28]=[CH:27][CH:26]=[CH:25][C:24]=3[CH3:29])=[CH:17][CH:16]=2)[C:12]#[C:13][CH3:14])[C:6](=[O:30])[O:5]1.O.Cl, predict the reaction product. (4) Given the reactants [CH3:1][O:2][C:3](=[O:33])[C@@H:4]([O:24][C:25]1[N:30]=[C:29]([CH3:31])[CH:28]=[C:27]([CH3:32])[N:26]=1)[C@@:5]1([C:18]2[CH:23]=[CH:22][CH:21]=[CH:20][CH:19]=2)[NH:11][CH2:10][C:9](=[O:12])[N:8]([CH3:13])[C:7]2[CH:14]=[CH:15][CH:16]=[CH:17][C:6]1=2.[C:34](OC(=O)C)(=[O:36])C.C([O-])(O)=O.[Na+], predict the reaction product. The product is: [CH3:1][O:2][C:3](=[O:33])[C@@H:4]([O:24][C:25]1[N:26]=[C:27]([CH3:32])[CH:28]=[C:29]([CH3:31])[N:30]=1)[C@@:5]1([C:18]2[CH:23]=[CH:22][CH:21]=[CH:20][CH:19]=2)[N:11]([CH:34]=[O:36])[CH2:10][C:9](=[O:12])[N:8]([CH3:13])[C:7]2[CH:14]=[CH:15][CH:16]=[CH:17][C:6]1=2. (5) Given the reactants [N+:1]([C:4]1[CH:13]=[C:12]2[C:7]([CH2:8][CH2:9][CH2:10][C:11]2=[CH:14][C:15]#[N:16])=[CH:6][CH:5]=1)([O-])=O.[C:17]([O-:20])(=O)[CH3:18].[Na+].[C:22](OC(=O)C)(=[O:24])[CH3:23], predict the reaction product. The product is: [C:22]([NH:16][CH2:15][CH2:14][CH:11]1[C:12]2[CH:13]=[C:4]([NH:1][C:17](=[O:20])[CH3:18])[CH:5]=[CH:6][C:7]=2[CH2:8][CH2:9][CH2:10]1)(=[O:24])[CH3:23]. (6) Given the reactants CS([C:4]1[N:9]=[CH:8][C:7]2=[CH:10][CH:11]=[C:12]([C:13]3[CH:18]=[CH:17][CH:16]=[CH:15][C:14]=3[O:19][CH3:20])[N:6]2[N:5]=1)=O.C(N(CC)C(C)C)(C)C.[NH2:30][C:31]1[CH:32]=[CH:33][C:34]2[O:45][C:38]3([CH2:43][CH2:42][N:41]([CH3:44])[CH2:40][CH2:39]3)[CH:37]=[CH:36][C:35]=2[CH:46]=1.COCC(O)C, predict the reaction product. The product is: [CH3:20][O:19][C:14]1[CH:15]=[CH:16][CH:17]=[CH:18][C:13]=1[C:12]1[N:6]2[C:7]([CH:8]=[N:9][C:4]([CH:42]3[CH2:43][C:38]4([CH:37]=[CH:36][C:35]5[CH:46]=[C:31]([NH2:30])[CH:32]=[CH:33][C:34]=5[O:45]4)[CH2:39][CH2:40][N:41]3[CH3:44])=[N:5]2)=[CH:10][CH:11]=1.